From a dataset of Full USPTO retrosynthesis dataset with 1.9M reactions from patents (1976-2016). Predict the reactants needed to synthesize the given product. (1) Given the product [CH:9]1[C:8]2[C:17]3=[C:16]4[C:5](=[CH:6][CH:7]=2)[CH:4]=[CH:3][CH:2]=[C:15]4[CH:14]=[CH:13][C:12]3=[CH:11][CH:10]=1, predict the reactants needed to synthesize it. The reactants are: Cl.[C:2]1(C(N)=O)[C:15]2[C:16]3=[C:17]4[C:12](=[CH:13][CH:14]=2)[CH:11]=[CH:10][CH:9]=[C:8]4[CH:7]=[CH:6][C:5]3=[CH:4][CH:3]=1.[As](C)(C)(=O)[O-]. (2) Given the product [Cl:6][C:7]1[CH:8]=[C:9]([CH:17]([CH2:21][CH:22]2[CH2:27][CH2:26][O:25][CH2:24][CH2:23]2)[C:18]([N:4]([O:3][CH3:2])[CH3:5])=[O:19])[CH:10]=[CH:11][C:12]=1[S:13]([CH3:16])(=[O:15])=[O:14], predict the reactants needed to synthesize it. The reactants are: Cl.[CH3:2][O:3][NH:4][CH3:5].[Cl:6][C:7]1[CH:8]=[C:9]([CH:17]([CH2:21][CH:22]2[CH2:27][CH2:26][O:25][CH2:24][CH2:23]2)[C:18](O)=[O:19])[CH:10]=[CH:11][C:12]=1[S:13]([CH3:16])(=[O:15])=[O:14].Cl.CN(C)CCCN=C=NCC.ON1C2C=CC=CC=2N=N1.